This data is from Full USPTO retrosynthesis dataset with 1.9M reactions from patents (1976-2016). The task is: Predict the reactants needed to synthesize the given product. (1) Given the product [CH2:1]([CH:3]1[N:12]2[C:7](=[CH:8][C:9](=[O:18])[C:10]([C:13]([O:15][CH2:16][CH3:17])=[O:14])=[CH:11]2)[C:6]2[CH:19]=[C:20]([O:24][CH3:25])[C:21]([O:23][CH2:27][CH:28]3[CH2:33][CH2:32][O:31][CH2:30][CH2:29]3)=[CH:22][C:5]=2[CH2:4]1)[CH3:2], predict the reactants needed to synthesize it. The reactants are: [CH2:1]([CH:3]1[N:12]2[C:7](=[CH:8][C:9](=[O:18])[C:10]([C:13]([O:15][CH2:16][CH3:17])=[O:14])=[CH:11]2)[C:6]2[CH:19]=[C:20]([O:24][CH3:25])[C:21]([OH:23])=[CH:22][C:5]=2[CH2:4]1)[CH3:2].I[CH2:27][CH:28]1[CH2:33][CH2:32][O:31][CH2:30][CH2:29]1.C([O-])([O-])=O.[K+].[K+]. (2) Given the product [CH2:8]([N:6]1[C:5](=[O:16])[NH:4][C:3](=[O:17])[C:2]([Br:1])=[N:7]1)[C:9]1[CH:10]=[CH:15][CH:14]=[CH:13][CH:12]=1, predict the reactants needed to synthesize it. The reactants are: [Br:1][C:2]1[C:3](=[O:17])[NH:4][C:5](=[O:16])[N:6]([CH2:8][CH2:9][C:10]2[CH:15]=[CH:14][CH:13]=[CH:12]C=2)[N:7]=1.C(Br)C1C=CC=CC=1. (3) Given the product [F:34][C:35]([F:49])([F:50])[C:36]1[CH:41]=[C:40]([C:42]([F:43])([F:44])[F:45])[CH:39]=[CH:38][C:37]=1[C:10]1[N:9]=[C:8]([NH2:7])[C:13]([CH2:14][N:15]2[CH:20]=[C:19]3[N:21]=[C:22]([C:24]4[CH:29]=[CH:28][CH:27]=[C:26]([F:30])[C:25]=4[F:31])[N:23]=[C:18]3[CH:17]=[N:16]2)=[CH:12][CH:11]=1, predict the reactants needed to synthesize it. The reactants are: C(OC(=O)[NH:7][C:8]1[C:13]([CH2:14][N:15]2[CH:20]=[C:19]3[N:21]=[C:22]([C:24]4[CH:29]=[CH:28][CH:27]=[C:26]([F:30])[C:25]=4[F:31])[N:23]=[C:18]3[CH:17]=[N:16]2)=[CH:12][CH:11]=[C:10](Cl)[N:9]=1)(C)(C)C.[F:34][C:35]([F:50])([F:49])[C:36]1[CH:41]=[C:40]([C:42]([F:45])([F:44])[F:43])[CH:39]=[CH:38][C:37]=1B(O)O. (4) Given the product [NH:20]1[C:21]2[C:26](=[CH:25][CH:24]=[CH:23][CH:22]=2)[CH:27]=[C:19]1[C:7]1([C:35]#[N:36])[CH:6]=[CH:10][NH:9][NH:8]1, predict the reactants needed to synthesize it. The reactants are: C(OC([C:6]1[C:7]([C:19]2[N:20](C(OC(C)(C)C)=O)[C:21]3[C:26]([CH:27]=2)=[CH:25][CH:24]=[CH:23][CH:22]=3)=[N:8][N:9](COCC[Si](C)(C)C)[CH:10]=1)=O)C.[C:35](C1C(I)=NN(C(OCC)=O)C=1)#[N:36]. (5) Given the product [CH3:1][O:2][C:3]1[CH:4]=[N:5][C:6]2[C:11]([N:12]=1)=[C:10]([CH2:13][OH:14])[CH:9]=[CH:8][CH:7]=2, predict the reactants needed to synthesize it. The reactants are: [CH3:1][O:2][C:3]1[CH:4]=[N:5][C:6]2[CH:7]=[CH:8][CH:9]=[C:10]([CH:13]=[O:14])[C:11]=2[N:12]=1.[BH4-].[Na+].C1COCC1.O. (6) Given the product [CH3:21][C:8]1[N:6]2[CH:22]=[CH:5][N:4]=[C:3]2[N:2]=[C:10]([OH:11])[C:9]=1[C:15]1[CH:20]=[CH:19][CH:18]=[CH:17][CH:16]=1, predict the reactants needed to synthesize it. The reactants are: N1[CH:5]=[N:4][C:3]([NH2:6])=[N:2]1.O=[C:8]([CH3:21])[CH:9]([C:15]1[CH:20]=[CH:19][CH:18]=[CH:17][CH:16]=1)[C:10](OCC)=[O:11].[CH3:22]N(C=O)C.